Dataset: Full USPTO retrosynthesis dataset with 1.9M reactions from patents (1976-2016). Task: Predict the reactants needed to synthesize the given product. (1) The reactants are: [F:1][C:2]([F:21])([F:20])[C@@H:3]([OH:19])[CH2:4][N:5]1[CH2:10][CH2:9][CH2:8][C@H:7]([C:11]2[CH:16]=[CH:15][CH:14]=[C:13]([O:17][CH3:18])[CH:12]=2)[CH2:6]1.C(#N)C.[Cl:25][C:26]1[CH:31]=[CH:30][C:29]([N:32]=[C:33]=[O:34])=[CH:28][CH:27]=1.Cl. Given the product [ClH:25].[F:21][C:2]([F:1])([F:20])[C@@H:3]([O:19][C:33](=[O:34])[NH:32][C:29]1[CH:30]=[CH:31][C:26]([Cl:25])=[CH:27][CH:28]=1)[CH2:4][N:5]1[CH2:10][CH2:9][CH2:8][C@H:7]([C:11]2[CH:16]=[CH:15][CH:14]=[C:13]([O:17][CH3:18])[CH:12]=2)[CH2:6]1, predict the reactants needed to synthesize it. (2) Given the product [C:10]([O:9][CH:2]([CH2:3][CH2:4][CH2:5][CH2:6][CH2:7][CH3:8])[CH3:1])(=[O:13])[CH:11]=[CH2:12], predict the reactants needed to synthesize it. The reactants are: [CH3:1][CH:2]([OH:9])[CH2:3][CH2:4][CH2:5][CH2:6][CH2:7][CH3:8].[C:10](O)(=[O:13])[CH:11]=[CH2:12]. (3) Given the product [Br:25][C:26]1[CH:27]=[C:28]([C:32]2[C:37]([C:38]3[O:39][C:16]([C:15]4[CH:14]=[CH:13][CH:45]=[CH:43][CH:44]=4)=[N:12][N:40]=3)=[CH:36][N:35]=[C:34]([CH3:42])[N:33]=2)[CH:29]=[CH:30][CH:31]=1, predict the reactants needed to synthesize it. The reactants are: [CH2:15]1[CH2:16][N:12]([P+](Br)([N:12]2[CH2:16][CH2:15][CH2:14][CH2:13]2)[N:12]2[CH2:16][CH2:15][CH2:14][CH2:13]2)[CH2:13][CH2:14]1.F[P-](F)(F)(F)(F)F.[Br:25][C:26]1[CH:27]=[C:28]([C:32]2[C:37]([C:38]([NH:40]N)=[O:39])=[CH:36][N:35]=[C:34]([CH3:42])[N:33]=2)[CH:29]=[CH:30][CH:31]=1.[CH:43](N(CC)C(C)C)([CH3:45])[CH3:44].C(N=C=NC(C)C)(C)C.